From a dataset of Catalyst prediction with 721,799 reactions and 888 catalyst types from USPTO. Predict which catalyst facilitates the given reaction. (1) Reactant: [Cl:1][C:2]1[CH:11]=[C:10]2[C:5]([C:6]([C@H:12]3[CH2:17][CH2:16][N:15]([C:18]([O:20][C:21]([CH3:24])([CH3:23])[CH3:22])=[O:19])[CH2:14][C@H:13]3[C:25]([O:27][CH2:28][CH3:29])=[O:26])=[CH:7][CH:8]=[N:9]2)=[CH:4][CH:3]=1.[O-]CC.[Na+]. Product: [Cl:1][C:2]1[CH:11]=[C:10]2[C:5]([C:6]([C@@H:12]3[CH2:17][CH2:16][N:15]([C:18]([O:20][C:21]([CH3:24])([CH3:23])[CH3:22])=[O:19])[CH2:14][C@H:13]3[C:25]([O:27][CH2:28][CH3:29])=[O:26])=[CH:7][CH:8]=[N:9]2)=[CH:4][CH:3]=1. The catalyst class is: 8. (2) Reactant: [CH:1]1([CH:4]([OH:31])[C:5]2[CH:6]=[N:7][N:8]([CH2:10][C:11]3[CH:20]=[C:19]4[C:14]([C:15]([C:24]5[CH:29]=[CH:28][C:27]([F:30])=[CH:26][CH:25]=5)=[CH:16][C:17]([C:21]([NH2:23])=[O:22])=[N:18]4)=[CH:13][CH:12]=3)[CH:9]=2)[CH2:3][CH2:2]1.CC(OI1(OC(C)=O)(OC(C)=O)OC(=O)C2C=CC=CC1=2)=O.[O-]S([O-])(=S)=O.[Na+].[Na+].C(=O)([O-])O.[Na+]. Product: [CH:1]1([C:4]([C:5]2[CH:6]=[N:7][N:8]([CH2:10][C:11]3[CH:20]=[C:19]4[C:14]([C:15]([C:24]5[CH:29]=[CH:28][C:27]([F:30])=[CH:26][CH:25]=5)=[CH:16][C:17]([C:21]([NH2:23])=[O:22])=[N:18]4)=[CH:13][CH:12]=3)[CH:9]=2)=[O:31])[CH2:3][CH2:2]1. The catalyst class is: 2. (3) Reactant: [CH2:1]([O:5][C:6]1[CH:11]=[CH:10][C:9]([N+:12]([O-:14])=[O:13])=[CH:8][CH:7]=1)[CH2:2][CH:3]=[CH2:4].[CH3:15][SiH:16]([CH3:29])[O:17][Si:18]([CH3:28])([CH3:27])[O:19][Si:20]([CH3:26])([CH3:25])[O:21][SiH:22]([CH3:24])[CH3:23].[C:30]1(C)[C:31](C)=[CH:32][CH:33]=[CH:34][CH:35]=1. Product: [N+:12]([C:9]1[CH:10]=[CH:11][C:6]([O:5][CH2:1][CH2:2][CH2:3][CH2:4][Si:22]([CH3:23])([CH3:24])[O:21][Si:20]([CH3:25])([CH3:26])[O:19][Si:18]([CH3:27])([CH3:28])[O:17][Si:16]([CH2:4][CH2:3][CH2:2][CH2:1][O:5][C:34]2[CH:33]=[CH:32][C:31]([N+:12]([O-:14])=[O:13])=[CH:30][CH:35]=2)([CH3:29])[CH3:15])=[CH:7][CH:8]=1)([O-:14])=[O:13]. The catalyst class is: 11. (4) Reactant: [NH2:1][C:2]1[CH:9]=[C:8](F)[C:5]([C:6]#[N:7])=[CH:4][N:3]=1.[C:11]([NH2:15])([CH3:14])([CH3:13])[CH3:12].CCN(C(C)C)C(C)C. Product: [NH2:1][C:2]1[CH:9]=[C:8]([NH:15][C:11]([CH3:14])([CH3:13])[CH3:12])[C:5]([C:6]#[N:7])=[CH:4][N:3]=1. The catalyst class is: 44. (5) The catalyst class is: 7. Product: [F:6][C:7]1[CH:8]=[CH:9][C:10]([NH:13][C:21](=[NH:22])[C:20]2[C:15]([CH3:14])=[CH:16][CH:17]=[N:18][CH:19]=2)=[N:11][CH:12]=1. Reactant: C([Li])CCC.[F:6][C:7]1[CH:8]=[CH:9][C:10]([NH2:13])=[N:11][CH:12]=1.[CH3:14][C:15]1[C:20]([C:21]#[N:22])=[CH:19][N:18]=[CH:17][CH:16]=1. (6) Reactant: [N:1]([CH2:4][C@H:5]1[CH2:10][CH2:9][CH2:8][CH2:7][C@@H:6]1[NH2:11])=[N+:2]=[N-:3].O=[C:13]1[CH2:18][CH2:17][N:16]([CH:19]2[CH2:24][CH2:23][N:22]([C:25]([O:27][C:28]([CH3:31])([CH3:30])[CH3:29])=[O:26])[CH2:21][CH2:20]2)[CH2:15][CH2:14]1.C(O[BH-](OC(=O)C)OC(=O)C)(=O)C.[Na+]. Product: [N:1]([CH2:4][C@H:5]1[CH2:10][CH2:9][CH2:8][CH2:7][C@@H:6]1[NH:11][CH:13]1[CH2:14][CH2:15][N:16]([CH:19]2[CH2:20][CH2:21][N:22]([C:25]([O:27][C:28]([CH3:31])([CH3:30])[CH3:29])=[O:26])[CH2:23][CH2:24]2)[CH2:17][CH2:18]1)=[N+:2]=[N-:3]. The catalyst class is: 5. (7) Reactant: [Cl:1][C:2]1[C:7]([C:8]([OH:10])=[O:9])=[CH:6][CH:5]=[C:4]([O:11][CH3:12])[N:3]=1.O=S(Cl)Cl.[C:17](=O)([O-])[O-].[Na+].[Na+]. Product: [Cl:1][C:2]1[C:7]([C:8]([O:10][CH3:17])=[O:9])=[CH:6][CH:5]=[C:4]([O:11][CH3:12])[N:3]=1. The catalyst class is: 24. (8) Reactant: C([N:4]1[CH2:26][CH2:25][C:7]2[N:8]([CH2:16][CH:17]([C:19]3[CH:24]=[CH:23][N:22]=[CH:21][CH:20]=3)[OH:18])[C:9]3[CH:10]=[CH:11][C:12]([Cl:15])=[CH:13][C:14]=3[C:6]=2[CH2:5]1)C=C.CN1C(=O)CC(=O)N(C)C1=O. Product: [Cl:15][C:12]1[CH:11]=[CH:10][C:9]2[N:8]([CH2:16][CH:17]([C:19]3[CH:24]=[CH:23][N:22]=[CH:21][CH:20]=3)[OH:18])[C:7]3[CH2:25][CH2:26][NH:4][CH2:5][C:6]=3[C:14]=2[CH:13]=1. The catalyst class is: 532. (9) Reactant: [N+:1]([C:4]1[C:5]([C:15]([O:17][CH3:18])=[O:16])=[N:6][N:7]([CH:9]2[CH2:14][CH2:13][CH2:12][CH2:11][O:10]2)[CH:8]=1)([O-])=O. Product: [NH2:1][C:4]1[C:5]([C:15]([O:17][CH3:18])=[O:16])=[N:6][N:7]([CH:9]2[CH2:14][CH2:13][CH2:12][CH2:11][O:10]2)[CH:8]=1. The catalyst class is: 349. (10) Reactant: C([O:8][CH2:9][CH:10]([CH3:19])[O:11][Si:12]([C:15]([CH3:18])([CH3:17])[CH3:16])([CH3:14])[CH3:13])C1C=CC=CC=1. The catalyst class is: 78. Product: [C:15]([Si:12]([CH3:14])([CH3:13])[O:11][CH:10]([CH3:19])[CH2:9][OH:8])([CH3:17])([CH3:18])[CH3:16].